Dataset: TCR-epitope binding with 47,182 pairs between 192 epitopes and 23,139 TCRs. Task: Binary Classification. Given a T-cell receptor sequence (or CDR3 region) and an epitope sequence, predict whether binding occurs between them. (1) The epitope is KPLEFGATSAAL. The TCR CDR3 sequence is CASRATGMSSYEQYF. Result: 1 (the TCR binds to the epitope). (2) The epitope is GVAMPNLYK. The TCR CDR3 sequence is CASSLSGRETQYF. Result: 1 (the TCR binds to the epitope).